From a dataset of Reaction yield outcomes from USPTO patents with 853,638 reactions. Predict the reaction yield, written as a fraction of the theoretical maximum amount of product (1.0 means a 100% yield; for example, 0.34 means a 34% yield). The reactants are [CH3:1][CH:2]([NH:4][C:5]1[CH:22]=[N:21][C:8]2[CH2:9][N:10]([C:14]([O:16][C:17]([CH3:20])([CH3:19])[CH3:18])=[O:15])[CH2:11][CH2:12][O:13][C:7]=2[N:6]=1)[CH3:3].C[Si](C)(C)[N-][Si](C)(C)C.[K+].I[CH2:34][CH3:35].O. The catalyst is O1CCCC1. The product is [CH2:34]([N:4]([CH:2]([CH3:1])[CH3:3])[C:5]1[CH:22]=[N:21][C:8]2[CH2:9][N:10]([C:14]([O:16][C:17]([CH3:20])([CH3:19])[CH3:18])=[O:15])[CH2:11][CH2:12][O:13][C:7]=2[N:6]=1)[CH3:35]. The yield is 0.0700.